The task is: Predict the product of the given reaction.. This data is from Forward reaction prediction with 1.9M reactions from USPTO patents (1976-2016). Given the reactants [Cl:1][C:2]1[CH:7]=[CH:6][C:5](B(O)O)=[CH:4][CH:3]=1.[C:11]([O-:14])([O-])=O.[K+].[K+].[OH2:17], predict the reaction product. The product is: [Cl:1][C:2]1[CH:7]=[CH:6][C:5]([C:2]2=[C:3]([CH:11]=[O:14])[CH2:4][CH2:5][O:17][CH2:6][CH2:7]2)=[CH:4][CH:3]=1.